From a dataset of Reaction yield outcomes from USPTO patents with 853,638 reactions. Predict the reaction yield, written as a fraction of the theoretical maximum amount of product (1.0 means a 100% yield; for example, 0.34 means a 34% yield). (1) The reactants are [C:1]([C:5]1[CH:10]=[C:9]([Br:11])[C:8]([N+:12]([O-:14])=[O:13])=[CH:7][C:6]=1[OH:15])([CH3:4])([CH3:3])[CH3:2].C([O-])([O-])=O.[Cs+].[Cs+].[CH2:22](Br)[C:23]1[CH:28]=[CH:27][CH:26]=[CH:25][CH:24]=1. The catalyst is CN(C=O)C.O. The product is [C:1]([C:5]1[CH:10]=[C:9]([Br:11])[C:8]([N+:12]([O-:14])=[O:13])=[CH:7][C:6]=1[O:15][CH2:22][C:23]1[CH:28]=[CH:27][CH:26]=[CH:25][CH:24]=1)([CH3:4])([CH3:2])[CH3:3]. The yield is 0.940. (2) The reactants are [N:1]12[CH2:7][C:4]([C:8]([C:16]3[CH:21]=[CH:20][CH:19]=[CH:18][CH:17]=3)([C:10]3[CH:15]=[CH:14][CH:13]=[CH:12][CH:11]=3)[OH:9])([CH2:5][CH2:6]1)[CH2:3][CH2:2]2.[Br:22][CH2:23][CH3:24]. The catalyst is CC#N. The product is [Br-:22].[CH2:23]([N+:1]12[CH2:7][C:4]([C:8]([OH:9])([C:16]3[CH:21]=[CH:20][CH:19]=[CH:18][CH:17]=3)[C:10]3[CH:15]=[CH:14][CH:13]=[CH:12][CH:11]=3)([CH2:5][CH2:6]1)[CH2:3][CH2:2]2)[CH3:24]. The yield is 0.650.